This data is from Reaction yield outcomes from USPTO patents with 853,638 reactions. The task is: Predict the reaction yield, written as a fraction of the theoretical maximum amount of product (1.0 means a 100% yield; for example, 0.34 means a 34% yield). The reactants are [C:1]([C:5]1[CH:6]=[C:7]([NH2:25])[N:8]([C:10]2[CH:15]=[CH:14][CH:13]=[C:12]([O:16][CH2:17][CH2:18][N:19]3[CH2:24][CH2:23][O:22][CH2:21][CH2:20]3)[CH:11]=2)[N:9]=1)([CH3:4])([CH3:3])[CH3:2].C(N(C(C)C)CC)(C)C.[Cl:35][C:36]([Cl:43])([Cl:42])[CH2:37][O:38][C:39](Cl)=[O:40]. The catalyst is C1COCC1. The product is [Cl:35][C:36]([Cl:43])([Cl:42])[CH2:37][O:38][C:39](=[O:40])[NH:25][C:7]1[N:8]([C:10]2[CH:15]=[CH:14][CH:13]=[C:12]([O:16][CH2:17][CH2:18][N:19]3[CH2:24][CH2:23][O:22][CH2:21][CH2:20]3)[CH:11]=2)[N:9]=[C:5]([C:1]([CH3:4])([CH3:2])[CH3:3])[CH:6]=1. The yield is 0.990.